Task: Predict the reaction yield, written as a fraction of the theoretical maximum amount of product (1.0 means a 100% yield; for example, 0.34 means a 34% yield).. Dataset: Reaction yield outcomes from USPTO patents with 853,638 reactions (1) The reactants are [CH:1]([O:4][C:5]([N:7]1[C@H:11]([CH2:12][CH3:13])[CH2:10][C@H:9]([N:14]([C:27]2[N:32]=[CH:31][C:30](Br)=[CH:29][N:28]=2)[CH2:15][C:16]2[CH:21]=[C:20]([C:22]([F:25])([F:24])[F:23])[CH:19]=[C:18]([Cl:26])[CH:17]=2)[C@@H:8]1[CH2:34][C:35]1[CH:40]=[CH:39][CH:38]=[CH:37][CH:36]=1)=[O:6])([CH3:3])[CH3:2].[CH3:41][N:42]1[CH:46]=[C:45](B2OC(C)(C)C(C)(C)O2)[CH:44]=[N:43]1.C(=O)([O-])[O-].[Na+].[Na+].O. The catalyst is COCCOC.[Cl-].[Na+].O.[Pd].C1(P(C2C=CC=CC=2)C2C=CC=CC=2)C=CC=CC=1.C1(P(C2C=CC=CC=2)C2C=CC=CC=2)C=CC=CC=1.C1(P(C2C=CC=CC=2)C2C=CC=CC=2)C=CC=CC=1.C1(P(C2C=CC=CC=2)C2C=CC=CC=2)C=CC=CC=1. The product is [CH:1]([O:4][C:5]([N:7]1[C@H:11]([CH2:12][CH3:13])[CH2:10][C@H:9]([N:14]([CH2:15][C:16]2[CH:21]=[C:20]([C:22]([F:25])([F:24])[F:23])[CH:19]=[C:18]([Cl:26])[CH:17]=2)[C:27]2[N:32]=[CH:31][C:30]([C:45]3[CH:44]=[N:43][N:42]([CH3:41])[CH:46]=3)=[CH:29][N:28]=2)[C@@H:8]1[CH2:34][C:35]1[CH:40]=[CH:39][CH:38]=[CH:37][CH:36]=1)=[O:6])([CH3:3])[CH3:2]. The yield is 0.510. (2) The catalyst is C(Cl)Cl. The product is [CH3:20][C:21]1[CH:22]=[C:23]([CH2:24][N:15]2[CH2:19][CH2:18][CH2:17][CH2:16]2)[CH:26]=[C:27]([CH3:30])[C:28]=1[OH:29]. The yield is 0.820. The reactants are [BH-](OC(C)=O)(OC(C)=O)OC(C)=O.[Na+].[NH:15]1[CH2:19][CH2:18][CH2:17][CH2:16]1.[CH3:20][C:21]1[CH:22]=[C:23]([CH:26]=[C:27]([CH3:30])[C:28]=1[OH:29])[CH:24]=O.Cl. (3) The reactants are CC(OC(/N=N/C(OC(C)C)=O)=O)C.[OH:15][C:16]1[CH:25]=[CH:24][C:19]([C:20]([O:22][CH3:23])=[O:21])=[CH:18][CH:17]=1.[Cl:26][C:27]1[CH:28]=[C:29]([CH2:33]O)[CH:30]=[N:31][CH:32]=1.C1C=CC(P(C2C=CC=CC=2)C2C=CC=CC=2)=CC=1. The catalyst is C1COCC1.O. The product is [Cl:26][C:27]1[CH:28]=[C:29]([CH2:33][O:15][C:16]2[CH:17]=[CH:18][C:19]([C:20]([O:22][CH3:23])=[O:21])=[CH:24][CH:25]=2)[CH:30]=[N:31][CH:32]=1. The yield is 0.680. (4) The reactants are FC(F)(F)C(O)=O.[CH3:8][O:9][C:10]1[CH:15]=[CH:14][C:13]([C:16]2[CH:21]=[CH:20][N:19]([C:22]3[CH:23]=[CH:24][C:25]4[C:26]5[CH2:35][N:34](C(OC(C)(C)C)=O)[CH2:33][CH2:32][C:27]=5[N:28]([CH3:31])[C:29]=4[CH:30]=3)[C:18](=[O:43])[CH:17]=2)=[CH:12][CH:11]=1. The catalyst is C(Cl)Cl. The product is [CH3:8][O:9][C:10]1[CH:15]=[CH:14][C:13]([C:16]2[CH:21]=[CH:20][N:19]([C:22]3[CH:23]=[CH:24][C:25]4[C:26]5[CH2:35][NH:34][CH2:33][CH2:32][C:27]=5[N:28]([CH3:31])[C:29]=4[CH:30]=3)[C:18](=[O:43])[CH:17]=2)=[CH:12][CH:11]=1. The yield is 0.780.